From a dataset of Reaction yield outcomes from USPTO patents with 853,638 reactions. Predict the reaction yield, written as a fraction of the theoretical maximum amount of product (1.0 means a 100% yield; for example, 0.34 means a 34% yield). The reactants are [OH:1][C@H:2]([C:23]1[CH:28]=[CH:27][CH:26]=[CH:25][CH:24]=1)[CH2:3][CH2:4][N:5]1[CH2:10][CH2:9][CH:8]([C:11]2[CH:12]=[C:13]([NH:17][C:18](=[O:22])[CH:19]([CH3:21])[CH3:20])[CH:14]=[CH:15][CH:16]=2)[CH2:7][CH2:6]1.[C:29]1(O)[CH:34]=[CH:33][CH:32]=[CH:31][CH:30]=1.C1(P(C2C=CC=CC=2)C2C=CC=CC=2)C=CC=CC=1.N(C(OCC)=O)=NC(OCC)=O.N. The catalyst is C1COCC1.C(Cl)(Cl)Cl. The product is [CH3:20][CH:19]([CH3:21])[C:18]([NH:17][C:13]1[CH:14]=[CH:15][CH:16]=[C:11]([CH:8]2[CH2:9][CH2:10][N:5]([CH2:4][CH2:3][C@@H:2]([O:1][C:29]3[CH:34]=[CH:33][CH:32]=[CH:31][CH:30]=3)[C:23]3[CH:24]=[CH:25][CH:26]=[CH:27][CH:28]=3)[CH2:6][CH2:7]2)[CH:12]=1)=[O:22]. The yield is 0.360.